Dataset: Forward reaction prediction with 1.9M reactions from USPTO patents (1976-2016). Task: Predict the product of the given reaction. Given the reactants C([C@@H]1N(C(=O)C2C=CC(OC3C=CC=CC=3)=CC=2)C[C@H](CC(C)C)NC1=O)C(C)C.[CH2:31]([C@@H:35]1[NH:40][CH2:39][C@H:38]([C:41]2[CH:46]=[CH:45][CH:44]=[CH:43][CH:42]=2)[NH:37][C:36]1=[O:47])[CH:32]([CH3:34])[CH3:33].[F:48][C:49]1[CH:54]=[CH:53][C:52]([C:55]2[O:59][N:58]=[C:57]([C:60](O)=[O:61])[N:56]=2)=[CH:51][CH:50]=1, predict the reaction product. The product is: [F:48][C:49]1[CH:50]=[CH:51][C:52]([C:55]2[O:59][N:58]=[C:57]([C:60]([N:40]3[CH2:39][C@H:38]([C:41]4[CH:42]=[CH:43][CH:44]=[CH:45][CH:46]=4)[NH:37][C:36](=[O:47])[C@@H:35]3[CH2:31][CH:32]([CH3:34])[CH3:33])=[O:61])[N:56]=2)=[CH:53][CH:54]=1.